This data is from Peptide-MHC class I binding affinity with 185,985 pairs from IEDB/IMGT. The task is: Regression. Given a peptide amino acid sequence and an MHC pseudo amino acid sequence, predict their binding affinity value. This is MHC class I binding data. (1) The peptide sequence is NPKTPKYKF. The MHC is HLA-B40:01 with pseudo-sequence HLA-B40:01. The binding affinity (normalized) is 0.0847. (2) The peptide sequence is QDGLICGLR. The MHC is HLA-A02:01 with pseudo-sequence HLA-A02:01. The binding affinity (normalized) is 0.122.